Dataset: Forward reaction prediction with 1.9M reactions from USPTO patents (1976-2016). Task: Predict the product of the given reaction. (1) The product is: [Cl:8][C:9]1[C:10]([F:45])=[C:11]([C@@H:15]2[C@:19]([C:22]3[CH:27]=[CH:26][C:25]([Cl:28])=[CH:24][C:23]=3[F:29])([C:20]#[N:21])[C@H:18]([CH2:30][C:31]([CH3:34])([CH3:33])[CH3:32])[NH:17][C@H:16]2[C:35]([NH:37][C@H:38]2[CH2:43][CH2:42][C@H:41]([NH:44][C:3]([NH2:48])=[O:5])[CH2:40][CH2:39]2)=[O:36])[CH:12]=[CH:13][CH:14]=1. Given the reactants FC(F)(F)[C:3]([OH:5])=O.[Cl:8][C:9]1[C:10]([F:45])=[C:11]([C@@H:15]2[C@:19]([C:22]3[CH:27]=[CH:26][C:25]([Cl:28])=[CH:24][C:23]=3[F:29])([C:20]#[N:21])[C@H:18]([CH2:30][C:31]([CH3:34])([CH3:33])[CH3:32])[NH:17][C@H:16]2[C:35]([NH:37][C@H:38]2[CH2:43][CH2:42][C@H:41]([NH2:44])[CH2:40][CH2:39]2)=[O:36])[CH:12]=[CH:13][CH:14]=1.C([N:48](CC)CC)C, predict the reaction product. (2) The product is: [Cl:12][C:4]1[N:3]=[C:2]([CH3:1])[N:7]=[C:6]([NH:18][CH:15]([CH2:16][CH3:17])[CH2:13][CH3:14])[C:5]=1[N+:9]([O-:11])=[O:10]. Given the reactants [CH3:1][C:2]1[N:7]=[C:6](Cl)[C:5]([N+:9]([O-:11])=[O:10])=[C:4]([Cl:12])[N:3]=1.[CH2:13]([CH:15]([NH2:18])[CH2:16][CH3:17])[CH3:14], predict the reaction product.